From a dataset of Peptide-MHC class II binding affinity with 134,281 pairs from IEDB. Regression. Given a peptide amino acid sequence and an MHC pseudo amino acid sequence, predict their binding affinity value. This is MHC class II binding data. (1) The MHC is DRB1_0401 with pseudo-sequence DRB1_0401. The binding affinity (normalized) is 0.378. The peptide sequence is LVKYEGDTMAEVELR. (2) The peptide sequence is CGKYLFNWAVRTKLKLT. The MHC is DRB1_0301 with pseudo-sequence DRB1_0301. The binding affinity (normalized) is 0.